Predict the reaction yield, written as a fraction of the theoretical maximum amount of product (1.0 means a 100% yield; for example, 0.34 means a 34% yield). From a dataset of Reaction yield outcomes from USPTO patents with 853,638 reactions. (1) The reactants are [Cl:1][C:2]1[CH:3]=[C:4]2[C:9](=[CH:10][C:11]=1[O:12][C:13]1[CH:18]=[CH:17][C:16]([C:19](=[O:30])[NH:20][CH2:21][CH2:22][C:23]3[CH:28]=[CH:27][CH:26]=[C:25]([Cl:29])[CH:24]=3)=[CH:15][CH:14]=1)[O:8][CH2:7][CH2:6][CH:5]2[C:31]([OH:33])=[O:32].C[O-].[Na+:36]. The catalyst is O1CCCC1. The product is [Cl:1][C:2]1[CH:3]=[C:4]2[C:9](=[CH:10][C:11]=1[O:12][C:13]1[CH:14]=[CH:15][C:16]([C:19](=[O:30])[NH:20][CH2:21][CH2:22][C:23]3[CH:28]=[CH:27][CH:26]=[C:25]([Cl:29])[CH:24]=3)=[CH:17][CH:18]=1)[O:8][CH2:7][CH2:6][CH:5]2[C:31]([O-:33])=[O:32].[Na+:36]. The yield is 1.00. (2) The reactants are [F:1][C:2]1[CH:7]=[C:6]([N:8]([CH:21]2[C:29]3[C:24](=[C:25]([C:30]4[C:35]([CH3:36])=[CH:34][C:33]([OH:37])=[CH:32][C:31]=4[CH3:38])[CH:26]=[CH:27][CH:28]=3)[CH2:23][CH2:22]2)[S:9]([C:12]2[CH:17]=[CH:16][CH:15]=[CH:14][C:13]=2[N+:18]([O-:20])=[O:19])(=[O:11])=[O:10])[CH:5]=[CH:4][C:3]=1[CH2:39][CH2:40][C:41]([O:43][CH2:44][CH3:45])=[O:42].[CH2:46]([S:48][CH2:49][CH2:50]O)[CH3:47].C(P(CCCC)CCCC)CCC.N(C(N1CCCCC1)=O)=NC(N1CCCCC1)=O. The catalyst is O1CCCC1.C(OC(C)C)(C)C. The product is [CH2:46]([S:48][CH2:49][CH2:50][O:37][C:33]1[CH:34]=[C:35]([CH3:36])[C:30]([C:25]2[CH:26]=[CH:27][CH:28]=[C:29]3[C:24]=2[CH2:23][CH2:22][CH:21]3[N:8]([S:9]([C:12]2[CH:17]=[CH:16][CH:15]=[CH:14][C:13]=2[N+:18]([O-:20])=[O:19])(=[O:10])=[O:11])[C:6]2[CH:5]=[CH:4][C:3]([CH2:39][CH2:40][C:41]([O:43][CH2:44][CH3:45])=[O:42])=[C:2]([F:1])[CH:7]=2)=[C:31]([CH3:38])[CH:32]=1)[CH3:47]. The yield is 0.930. (3) The reactants are [PH:1]([C:6]([CH3:9])([CH3:8])[CH3:7])[C:2]([CH3:5])([CH3:4])[CH3:3].Br[C:11]1[CH:19]=[CH:18][CH:17]=[CH:16][C:12]=1[N:13]([CH3:15])[CH3:14]. The catalyst is [Pd]. The product is [C:2]([P:1]([C:6]([CH3:9])([CH3:8])[CH3:7])[C:11]1[CH:19]=[CH:18][CH:17]=[CH:16][C:12]=1[N:13]([CH3:15])[CH3:14])([CH3:5])([CH3:4])[CH3:3]. The yield is 0.710. (4) The reactants are Cl[CH2:2][C:3]1[N:8]=[N:7][C:6]([C:9]2[CH:10]=[C:11]([CH:17]=[CH:18][C:19]=2[F:20])[C:12]([N:14]([CH3:16])[CH3:15])=[O:13])=[CH:5][CH:4]=1.[N-:21]=[N+:22]=[N-:23].[Na+]. The catalyst is CN(C=O)C. The product is [N:21]([CH2:2][C:3]1[N:8]=[N:7][C:6]([C:9]2[CH:10]=[C:11]([CH:17]=[CH:18][C:19]=2[F:20])[C:12]([N:14]([CH3:16])[CH3:15])=[O:13])=[CH:5][CH:4]=1)=[N+:22]=[N-:23]. The yield is 0.710. (5) The reactants are [CH2:1]([O:3][C:4](=[O:27])[CH2:5][CH2:6][N:7]1[CH2:16][CH2:15][C:14]2[C:9](=[CH:10][C:11]([O:19][CH3:20])=[C:12]([O:17][CH3:18])[CH:13]=2)[CH:8]1[CH2:21][C:22](OCC)=O)[CH3:2].CC[O-].[Na+].C(O)C.C([O-])(=O)C.[NH4+:39]. The catalyst is C1CCCCC1. The product is [CH2:1]([O:3][C:4]([C:5]1[CH2:6][N:7]2[CH2:16][CH2:15][C:14]3[C:9]([CH:8]2[CH2:21][C:22]=1[NH2:39])=[CH:10][C:11]([O:19][CH3:20])=[C:12]([O:17][CH3:18])[CH:13]=3)=[O:27])[CH3:2]. The yield is 0.660.